From a dataset of Reaction yield outcomes from USPTO patents with 853,638 reactions. Predict the reaction yield, written as a fraction of the theoretical maximum amount of product (1.0 means a 100% yield; for example, 0.34 means a 34% yield). (1) The reactants are O[CH2:2][C:3]1[CH:14]=[N:13][C:6]2[N:7]([CH3:12])[CH2:8][C:9](=[O:11])[NH:10][C:5]=2[CH:4]=1.[I-].C(C[P+](C)(C)C)#N.C(N(C(C)C)C(C)C)C.Cl.[Cl:33][C:34]1[CH:39]=[CH:38][C:37]([CH:40]2[CH2:45][CH2:44][NH:43][CH2:42][CH2:41]2)=[CH:36][CH:35]=1. The catalyst is C(#N)CC.O. The product is [Cl:33][C:34]1[CH:39]=[CH:38][C:37]([CH:40]2[CH2:41][CH2:42][N:43]([CH2:2][C:3]3[CH:14]=[N:13][C:6]4[N:7]([CH3:12])[CH2:8][C:9](=[O:11])[NH:10][C:5]=4[CH:4]=3)[CH2:44][CH2:45]2)=[CH:36][CH:35]=1. The yield is 0.110. (2) The reactants are [CH3:1][Si](C=[N+]=[N-])(C)C.[Br:8][C:9]1[CH:14]=[CH:13][C:12]([NH:15][C:16]2[C:21]([C:22]([OH:24])=[O:23])=[CH:20][N:19]=[C:18]([Cl:25])[C:17]=2[F:26])=[C:11]([F:27])[CH:10]=1.C1COCC1. The catalyst is CO. The product is [CH3:1][O:23][C:22](=[O:24])[C:21]1[C:16]([NH:15][C:12]2[CH:13]=[CH:14][C:9]([Br:8])=[CH:10][C:11]=2[F:27])=[C:17]([F:26])[C:18]([Cl:25])=[N:19][CH:20]=1. The yield is 0.920.